Dataset: Forward reaction prediction with 1.9M reactions from USPTO patents (1976-2016). Task: Predict the product of the given reaction. (1) Given the reactants Cl.[CH:2]1([CH2:8][N:9]2[C:13]3[CH:14]=[CH:15][C:16]([NH2:18])=[CH:17][C:12]=3[N:11]=[C:10]2[C:19]([CH3:23])([CH3:22])[CH2:20][CH3:21])[CH2:7][CH2:6][CH2:5][CH2:4][CH2:3]1.C(N(C(C)C)CC)(C)C.[CH:33]([N:36]=[C:37]=[O:38])([CH3:35])[CH3:34], predict the reaction product. The product is: [CH:2]1([CH2:8][N:9]2[C:13]3[CH:14]=[CH:15][C:16]([NH:18][C:37]([NH:36][CH:33]([CH3:35])[CH3:34])=[O:38])=[CH:17][C:12]=3[N:11]=[C:10]2[C:19]([CH3:22])([CH3:23])[CH2:20][CH3:21])[CH2:3][CH2:4][CH2:5][CH2:6][CH2:7]1. (2) Given the reactants [NH2:1][C:2]1[CH:9]=[CH:8][C:5]([C:6]#N)=[C:4]([F:10])[CH:3]=1.[OH-:11].[K+].[OH2:13], predict the reaction product. The product is: [NH2:1][C:2]1[CH:9]=[CH:8][C:5]([C:6]([OH:13])=[O:11])=[C:4]([F:10])[CH:3]=1. (3) The product is: [C:20]1([C:14]2[CH:19]=[CH:18][CH:17]=[CH:16][CH:15]=2)[CH:27]=[CH:26][CH:25]=[C:22]([CH2:23][NH:24][C:2]2[CH:3]=[C:4]3[C:9](=[CH:10][CH:11]=2)[C:8](=[O:12])[NH:7][N:6]=[C:5]3[Cl:13])[CH:21]=1. Given the reactants Br[C:2]1[CH:3]=[C:4]2[C:9](=[CH:10][CH:11]=1)[C:8](=[O:12])[NH:7][N:6]=[C:5]2[Cl:13].[C:14]1([C:20]2[CH:21]=[C:22]([CH:25]=[CH:26][CH:27]=2)[CH2:23][NH2:24])[CH:19]=[CH:18][CH:17]=[CH:16][CH:15]=1.C1C=CC(P(C2C(C3C(P(C4C=CC=CC=4)C4C=CC=CC=4)=CC=C4C=3C=CC=C4)=C3C(C=CC=C3)=CC=2)C2C=CC=CC=2)=CC=1.CC([O-])(C)C.[Na+], predict the reaction product. (4) The product is: [ClH:26].[NH:16]1[CH2:15][CH2:14][CH:13]([O:12][C:9]2[CH:10]=[CH:11][C:5]3[O:4][CH2:3][C:2](=[O:1])[NH:7][C:6]=3[CH:8]=2)[CH2:18][CH2:17]1. Given the reactants [O:1]=[C:2]1[NH:7][C:6]2[CH:8]=[C:9]([O:12][CH:13]3[CH2:18][CH2:17][N:16](C(OC(C)(C)C)=O)[CH2:15][CH2:14]3)[CH:10]=[CH:11][C:5]=2[O:4][CH2:3]1.[ClH:26].C(O)C, predict the reaction product. (5) Given the reactants N1C=CC=CC=1.[CH3:7][N:8]1[CH2:13][CH2:12][CH:11]([S:14][C:15]2[CH:16]=[C:17]([NH2:21])[CH:18]=[CH:19][CH:20]=2)[CH2:10][CH2:9]1.[Cl:22][C:23]1[CH:31]=[C:30]([F:32])[CH:29]=[CH:28][C:24]=1[C:25](Cl)=[O:26], predict the reaction product. The product is: [ClH:22].[Cl:22][C:23]1[CH:31]=[C:30]([F:32])[CH:29]=[CH:28][C:24]=1[C:25]([NH:21][C:17]1[CH:18]=[CH:19][CH:20]=[C:15]([S:14][CH:11]2[CH2:10][CH2:9][N:8]([CH3:7])[CH2:13][CH2:12]2)[CH:16]=1)=[O:26]. (6) Given the reactants [NH2:1][CH:2]([P:6](=[O:9])([OH:8])[OH:7])[CH:3]([CH3:5])[CH3:4].[OH-].[Na+].[C:12]1([CH2:18][CH2:19][C:20](Cl)=[O:21])[CH:17]=[CH:16][CH:15]=[CH:14][CH:13]=1, predict the reaction product. The product is: [CH3:4][CH:3]([CH3:5])[CH:2]([P:6](=[O:8])([OH:7])[OH:9])[NH:1][C:20](=[O:21])[CH2:19][CH2:18][C:12]1[CH:17]=[CH:16][CH:15]=[CH:14][CH:13]=1. (7) The product is: [F:63][C:57]1[CH:58]=[C:59]([NH:62][C:14]([C:10]2[C:9](=[O:17])[N:8]([C:5]3[CH:4]=[CH:3][C:2]([F:1])=[CH:7][CH:6]=3)[CH:13]=[CH:12][CH:11]=2)=[O:16])[CH:60]=[CH:61][C:56]=1[O:55][C:54]1[CH:53]=[CH:52][N:51]=[C:50]2[N:46]([CH2:45][C:44]3[CH:65]=[CH:66][C:41]([O:40][CH3:39])=[CH:42][CH:43]=3)[N:47]=[C:48]([CH3:64])[C:49]=12. Given the reactants [F:1][C:2]1[CH:7]=[CH:6][C:5]([N:8]2[CH:13]=[CH:12][CH:11]=[C:10]([C:14]([OH:16])=O)[C:9]2=[O:17])=[CH:4][CH:3]=1.CCN=C=NCCCN(C)C.C1C=CC2N(O)N=NC=2C=1.[CH3:39][O:40][C:41]1[CH:66]=[CH:65][C:44]([CH2:45][N:46]2[C:50]3=[N:51][CH:52]=[CH:53][C:54]([O:55][C:56]4[CH:61]=[CH:60][C:59]([NH2:62])=[CH:58][C:57]=4[F:63])=[C:49]3[C:48]([CH3:64])=[N:47]2)=[CH:43][CH:42]=1.CCN(CC)CC, predict the reaction product. (8) Given the reactants [O-2].[Zn+2:2].[C:3]([OH:7])(=[O:6])[CH:4]=[CH2:5].[C:8]([O:12]CC)(=[O:11])[CH:9]=[CH2:10].C(OC1CCCCC1)(=O)C(C)=C, predict the reaction product. The product is: [C:3]([O-:7])(=[O:6])[CH:4]=[CH2:5].[Zn+2:2].[C:8]([O-:12])(=[O:11])[CH:9]=[CH2:10]. (9) Given the reactants FC(F)(F)C(O)=O.[Cl:8][C:9]1[CH:45]=[CH:44][C:12]([O:13][C:14]2[C:22]3[NH:21][C:20](=[O:23])[N:19]([CH3:24])[C:18]=3[CH:17]=[CH:16][C:15]=2[C:25]2[C:26]3[CH:35]=[CH:34][N:33](COCC[Si](C)(C)C)[C:27]=3[C:28](=[O:32])[N:29]([CH3:31])[CH:30]=2)=[CH:11][CH:10]=1.C(N)CN, predict the reaction product. The product is: [Cl:8][C:9]1[CH:45]=[CH:44][C:12]([O:13][C:14]2[C:22]3[NH:21][C:20](=[O:23])[N:19]([CH3:24])[C:18]=3[CH:17]=[CH:16][C:15]=2[C:25]2[C:26]3[CH:35]=[CH:34][NH:33][C:27]=3[C:28](=[O:32])[N:29]([CH3:31])[CH:30]=2)=[CH:11][CH:10]=1. (10) Given the reactants [F:1][C:2]1[C:3]([CH2:23][N:24](C)[C:25](=O)OC(C)(C)C)=[CH:4][N:5]([S:14]([N:17]2[CH2:22][CH2:21][O:20][CH2:19][CH2:18]2)(=[O:16])=[O:15])[C:6]=1[C:7]1[C:8]([F:13])=[N:9][CH:10]=[CH:11][CH:12]=1.C(OCC)(=O)C.[ClH:39], predict the reaction product. The product is: [ClH:39].[F:1][C:2]1[C:3]([CH2:23][NH:24][CH3:25])=[CH:4][N:5]([S:14]([N:17]2[CH2:22][CH2:21][O:20][CH2:19][CH2:18]2)(=[O:16])=[O:15])[C:6]=1[C:7]1[C:8]([F:13])=[N:9][CH:10]=[CH:11][CH:12]=1.